This data is from Reaction yield outcomes from USPTO patents with 853,638 reactions. The task is: Predict the reaction yield, written as a fraction of the theoretical maximum amount of product (1.0 means a 100% yield; for example, 0.34 means a 34% yield). (1) The reactants are [F:1][C:2]1[CH:10]=[CH:9][CH:8]=[C:7]2[C:3]=1[CH2:4][N:5]([C:11]([O:13][C@H:14]1[CH2:51][N:17]3[C:18](=[O:50])[C@@H:19]([NH:42][C:43]([O:45][C:46]([CH3:49])([CH3:48])[CH3:47])=[O:44])[CH2:20][O:21][CH2:22][CH2:23][CH2:24][CH:25]=[CH:26][C@@H:27]4[CH2:32][C@@:28]4([C:33](=[O:41])[NH:34][S:35]([CH:38]4[CH2:40][CH2:39]4)(=[O:37])=[O:36])[NH:29][C:30](=[O:31])[C@@H:16]3[CH2:15]1)=[O:12])[CH2:6]2.[H][H].O.S([O-])(O)(=O)=O.[K+]. The catalyst is C(OCC)(=O)C. The product is [F:1][C:2]1[CH:10]=[CH:9][CH:8]=[C:7]2[C:3]=1[CH2:4][N:5]([C:11]([O:13][C@H:14]1[CH2:51][N:17]3[C:18](=[O:50])[C@@H:19]([NH:42][C:43]([O:45][C:46]([CH3:47])([CH3:49])[CH3:48])=[O:44])[CH2:20][O:21][CH2:22][CH2:23][CH2:24][CH2:25][CH2:26][C@@H:27]4[CH2:32][C@@:28]4([C:33](=[O:41])[NH:34][S:35]([CH:38]4[CH2:40][CH2:39]4)(=[O:36])=[O:37])[NH:29][C:30](=[O:31])[C@@H:16]3[CH2:15]1)=[O:12])[CH2:6]2. The yield is 0.530. (2) The reactants are [C:1]([O:4][C:5]1[CH:10]=[CH:9][C:8]([OH:11])=[CH:7][C:6]=1[CH3:12])(=[O:3])[CH3:2].N1C=CC=CC=1.[F:19][C:20]([F:33])([F:32])[S:21](O[S:21]([C:20]([F:33])([F:32])[F:19])(=[O:23])=[O:22])(=[O:23])=[O:22].Cl. The catalyst is ClCCl. The product is [C:1]([O:4][C:5]1[CH:10]=[CH:9][C:8]([O:11][S:21]([C:20]([F:33])([F:32])[F:19])(=[O:23])=[O:22])=[CH:7][C:6]=1[CH3:12])(=[O:3])[CH3:2]. The yield is 0.900. (3) The reactants are C([O:5][C:6](=[N:14][CH:15]1[CH2:20][CH2:19][CH2:18][CH2:17][CH2:16]1)NC1CCCCC1)(C)(C)C.[CH3:21][CH2:22][O:23][C:24]([C@@H:26]([NH:35][C@H:36]([C:38](N1[C@H](C(O)=O)CCC1)=O)C)[CH2:27][CH2:28][C:29]1[CH:30]=[CH:31][CH:32]=[CH:33][CH:34]=1)=[O:25].C(/C(O)=O)=[CH:49]/[C:50]([OH:52])=[O:51].[CH2:56]1COCC1. The catalyst is ClCCl. The product is [CH3:21][CH2:22][O:23][C:24]([C@@H:26]([NH:35][C@@H:36]1[C:6](=[O:5])[N:14]([CH2:49][C:50]([OH:52])=[O:51])[C:15]2[CH:16]=[CH:17][CH:18]=[CH:19][C:20]=2[CH2:56][CH2:38]1)[CH2:27][CH2:28][C:29]1[CH:34]=[CH:33][CH:32]=[CH:31][CH:30]=1)=[O:25]. The yield is 0.760. (4) The reactants are [Br:1][C:2]1[C:3]([OH:17])=[CH:4][C:5]2[C:6]([CH3:16])([CH3:15])[CH2:7][CH:8]=[C:9]([CH:12]([CH3:14])[CH3:13])[C:10]=2[CH:11]=1.I[CH2:19][CH2:20][CH3:21]. No catalyst specified. The product is [Br:1][C:2]1[CH:11]=[C:10]2[C:5](=[CH:4][C:3]=1[O:17][CH2:19][CH2:20][CH3:21])[C:6]([CH3:15])([CH3:16])[CH2:7][CH:8]=[C:9]2[CH:12]([CH3:13])[CH3:14]. The yield is 0.700. (5) The reactants are [F:1][C:2]1[CH:29]=[C:28]([F:30])[CH:27]=[CH:26][C:3]=1[O:4][C:5]1[CH:10]=[CH:9][C:8]([N+:11]([O-])=O)=[CH:7][C:6]=1[C:14]1[C:22]2[C:17](=[C:18]([O:23][CH3:24])[N:19]=[CH:20][CH:21]=2)[N:16]([CH3:25])[CH:15]=1.[H][H]. The catalyst is [Pd].C(OCC)(=O)C. The product is [F:1][C:2]1[CH:29]=[C:28]([F:30])[CH:27]=[CH:26][C:3]=1[O:4][C:5]1[CH:10]=[CH:9][C:8]([NH2:11])=[CH:7][C:6]=1[C:14]1[C:22]2[C:17](=[C:18]([O:23][CH3:24])[N:19]=[CH:20][CH:21]=2)[N:16]([CH3:25])[CH:15]=1. The yield is 0.990. (6) The reactants are [S-:1][C:2]#[N:3].[K+].[NH2:5][C:6]1[CH:32]=[CH:31][C:9]([O:10][C:11]2[CH:12]=[C:13]([NH:17][C:18](=[O:30])[C:19]3[CH:24]=[CH:23][CH:22]=[C:21]([C:25]([C:28]#[N:29])([CH3:27])[CH3:26])[CH:20]=3)[CH:14]=[CH:15][CH:16]=2)=[CH:8][CH:7]=1.BrBr. The catalyst is C(O)(=O)C. The product is [NH2:3][C:2]1[S:1][C:7]2[CH:8]=[C:9]([O:10][C:11]3[CH:12]=[C:13]([NH:17][C:18](=[O:30])[C:19]4[CH:24]=[CH:23][CH:22]=[C:21]([C:25]([C:28]#[N:29])([CH3:26])[CH3:27])[CH:20]=4)[CH:14]=[CH:15][CH:16]=3)[CH:31]=[CH:32][C:6]=2[N:5]=1. The yield is 0.870.